Dataset: Full USPTO retrosynthesis dataset with 1.9M reactions from patents (1976-2016). Task: Predict the reactants needed to synthesize the given product. The reactants are: [CH:1]1[C:6]([NH2:7])=[CH:5][CH:4]=[C:3]([N:8]=[N:9][C:10]2[CH:15]=[CH:14][C:13]([N+:16]([O-:18])=[O:17])=[CH:12][CH:11]=2)[CH:2]=1.[C:19](Cl)(Cl)=[O:20]. Given the product [N:7]([C:6]1[CH:1]=[CH:2][C:3]([N:8]=[N:9][C:10]2[CH:15]=[CH:14][C:13]([N+:16]([O-:18])=[O:17])=[CH:12][CH:11]=2)=[CH:4][CH:5]=1)=[C:19]=[O:20], predict the reactants needed to synthesize it.